The task is: Predict which catalyst facilitates the given reaction.. This data is from Catalyst prediction with 721,799 reactions and 888 catalyst types from USPTO. (1) Reactant: [C:1]1([OH:7])[CH:6]=[CH:5][CH:4]=[CH:3][CH:2]=1.[H-].[Na+].[NH2:10][C:11]1[C:12]([C:18]([NH:20][C:21]2[CH:26]=[CH:25][CH:24]=[CH:23][CH:22]=2)=[O:19])=[N:13][C:14](Br)=[CH:15][N:16]=1. Product: [NH2:10][C:11]1[C:12]([C:18]([NH:20][C:21]2[CH:22]=[CH:23][CH:24]=[CH:25][CH:26]=2)=[O:19])=[N:13][C:14]([O:7][C:1]2[CH:6]=[CH:5][CH:4]=[CH:3][CH:2]=2)=[CH:15][N:16]=1. The catalyst class is: 3. (2) Reactant: [N+:1]([C:4]1[C:5]([NH:10][NH2:11])=[N:6][CH:7]=[CH:8][CH:9]=1)([O-:3])=[O:2].C(N(CC)CC)C.C[O:20][C:21](=O)[N:22]=[C:23](SC)[C:24]([C:38]1[CH:43]=[C:42]([CH3:44])[N:41]=[C:40]([O:45][CH3:46])[CH:39]=1)=[N:25][C:26]1[CH:31]=[CH:30][C:29]([C:32]2[N:36]=[C:35]([CH3:37])[O:34][N:33]=2)=[CH:28][CH:27]=1. Product: [N+:1]([C:4]1[C:5]([N:10]2[C:21](=[O:20])[NH:22][C:23]([CH:24]([C:38]3[CH:43]=[C:42]([CH3:44])[N:41]=[C:40]([O:45][CH3:46])[CH:39]=3)[NH:25][C:26]3[CH:31]=[CH:30][C:29]([C:32]4[N:36]=[C:35]([CH3:37])[O:34][N:33]=4)=[CH:28][CH:27]=3)=[N:11]2)=[N:6][CH:7]=[CH:8][CH:9]=1)([O-:3])=[O:2]. The catalyst class is: 3. (3) Reactant: [NH2:1][C:2]1[CH:7]=[CH:6][C:5]([CH3:8])=[C:4]([OH:9])[CH:3]=1.[N:10]([O-])=O.[Na+].[Sn](Cl)[Cl:15]. Product: [ClH:15].[NH:1]([C:2]1[CH:7]=[CH:6][C:5]([CH3:8])=[C:4]([OH:9])[CH:3]=1)[NH2:10]. The catalyst class is: 223.